Dataset: Forward reaction prediction with 1.9M reactions from USPTO patents (1976-2016). Task: Predict the product of the given reaction. (1) The product is: [Br:1][C:2]1[CH:7]=[N:6][CH:5]=[C:4]([CH2:8][Br:30])[CH:3]=1. Given the reactants [Br:1][C:2]1[CH:3]=[C:4]([CH2:8]O)[CH:5]=[N:6][CH:7]=1.C1(P(C2C=CC=CC=2)C2C=CC=CC=2)C=CC=CC=1.C(Br)(Br)(Br)[Br:30], predict the reaction product. (2) Given the reactants N([O-])=O.[Na+].[N:5]1[N:9]2[CH:10]=[CH:11][C:12](N)=[CH:13][C:8]2=[CH:7][CH:6]=1.[OH-].[Na+].[ClH:17], predict the reaction product. The product is: [Cl:17][C:12]1[CH:11]=[CH:10][N:9]2[N:5]=[CH:6][CH:7]=[C:8]2[CH:13]=1. (3) Given the reactants [N:1]1[CH:6]=[CH:5][CH:4]=[C:3]([CH2:7][C:8]([OH:10])=[O:9])[CH:2]=1, predict the reaction product. The product is: [NH:1]1[CH2:6][CH2:5][CH2:4][CH:3]([CH2:7][C:8]([OH:10])=[O:9])[CH2:2]1. (4) Given the reactants [C:1]([NH:5][C:6]1[CH:11]=[CH:10][C:9]([C:12]2[C:13]([O:19][CH3:20])=[N:14][C:15]([NH2:18])=[N:16][CH:17]=2)=[CH:8][C:7]=1[N+:21]([O-])=O)([CH3:4])([CH3:3])[CH3:2].C([O-])=O.[NH4+], predict the reaction product. The product is: [NH2:18][C:15]1[N:14]=[C:13]([O:19][CH3:20])[C:12]([C:9]2[CH:8]=[C:7]([NH2:21])[C:6]([NH:5][C:1]([CH3:3])([CH3:2])[CH3:4])=[CH:11][CH:10]=2)=[CH:17][N:16]=1. (5) Given the reactants [F:1][C:2]([F:22])([F:21])[C:3]1[CH:4]=[C:5]([CH:18]=[CH:19][CH:20]=1)[O:6][C:7]1[C:16]2[C:11](=[C:12]([NH2:17])[CH:13]=[CH:14][CH:15]=2)[N:10]=[CH:9][N:8]=1.[F:23][CH:24]([F:41])[C:25]1[N:33]=[CH:32][C:31]([CH2:34][NH:35][C:36](=[O:40])[CH:37]([CH3:39])[CH3:38])=[CH:30][C:26]=1[C:27](O)=[O:28].C(Cl)(=O)C(Cl)=O.CCN(C(C)C)C(C)C, predict the reaction product. The product is: [F:41][CH:24]([F:23])[C:25]1[N:33]=[CH:32][C:31]([CH2:34][NH:35][C:36](=[O:40])[CH:37]([CH3:38])[CH3:39])=[CH:30][C:26]=1[C:27]([NH:17][C:12]1[CH:13]=[CH:14][CH:15]=[C:16]2[C:11]=1[N:10]=[CH:9][N:8]=[C:7]2[O:6][C:5]1[CH:18]=[CH:19][CH:20]=[C:3]([C:2]([F:1])([F:21])[F:22])[CH:4]=1)=[O:28].